This data is from Full USPTO retrosynthesis dataset with 1.9M reactions from patents (1976-2016). The task is: Predict the reactants needed to synthesize the given product. (1) Given the product [OH:3][C@@H:2]([CH:4]1[CH2:9][CH2:8][CH2:7][CH2:6][CH2:5]1)[C:1]([O:11][CH2:18][C:19]1[CH:24]=[CH:23][CH:22]=[CH:21][CH:20]=1)=[O:10], predict the reactants needed to synthesize it. The reactants are: [C:1]([OH:11])(=[O:10])[C@H:2]([CH:4]1[CH2:9][CH2:8][CH2:7][CH2:6][CH2:5]1)[OH:3].[OH-].[K+].C(Cl)(Cl)Cl.[CH2:18](Br)[C:19]1[CH:24]=[CH:23][CH:22]=[CH:21][CH:20]=1. (2) Given the product [NH:1]1[C:9]2[C:4](=[C:5]([C:10]3[N:11]=[C:12]([N:29]4[CH2:34][CH2:33][O:32][CH2:31][CH2:30]4)[C:13]4[S:18][C:17]([C:19]56[CH2:26][CH2:25][C:22]([CH2:27][NH:28][C:44](=[O:47])[CH:45]=[CH2:46])([CH2:23][CH2:24]5)[CH2:21][O:20]6)=[CH:16][C:14]=4[N:15]=3)[CH:6]=[CH:7][CH:8]=2)[CH:3]=[N:2]1, predict the reactants needed to synthesize it. The reactants are: [NH:1]1[C:9]2[C:4](=[C:5]([C:10]3[N:11]=[C:12]([N:29]4[CH2:34][CH2:33][O:32][CH2:31][CH2:30]4)[C:13]4[S:18][C:17]([C:19]56[CH2:26][CH2:25][C:22]([CH2:27][NH2:28])([CH2:23][CH2:24]5)[CH2:21][O:20]6)=[CH:16][C:14]=4[N:15]=3)[CH:6]=[CH:7][CH:8]=2)[CH:3]=[N:2]1.CCN(C(C)C)C(C)C.[C:44](Cl)(=[O:47])[CH:45]=[CH2:46].CO.C(Cl)Cl. (3) Given the product [Cl:19][C:1]1[N:6]=[N:5][CH:4]=[C:3]2[CH:7]=[N:8][CH:9]=[CH:10][C:2]=12, predict the reactants needed to synthesize it. The reactants are: [C:1]1(O)[N:6]=[N:5][CH:4]=[C:3]2[CH:7]=[N:8][CH:9]=[CH:10][C:2]=12.P(Br)(Br)(Br)=O.O=P(Cl)(Cl)[Cl:19].